Dataset: Catalyst prediction with 721,799 reactions and 888 catalyst types from USPTO. Task: Predict which catalyst facilitates the given reaction. (1) Reactant: [C:1]1([N:7]2[C:12](=[O:13])[C:11]3[S:14][CH:15]=[C:16]([C:17]4[CH:22]=[CH:21][CH:20]=[CH:19][CH:18]=4)[C:10]=3[N:9]=[CH:8]2)[CH:6]=[CH:5][CH:4]=[CH:3][CH:2]=1.NC1C(C2C=CC=CC=2[Cl:35])=CSC=1C(OC)=O.C([O:47][CH2:48]C)(OCC)OCC.COC1C=CC(N)=CC=1. Product: [Cl:35][C:22]1[CH:21]=[CH:20][CH:19]=[CH:18][C:17]=1[C:16]1[C:10]2[N:9]=[CH:8][N:7]([C:1]3[CH:6]=[CH:5][C:4]([O:47][CH3:48])=[CH:3][CH:2]=3)[C:12](=[O:13])[C:11]=2[S:14][CH:15]=1. The catalyst class is: 15. (2) Reactant: O[Li].O.C[O:5][C:6](=[O:31])[C:7]1[CH:12]=[CH:11][C:10]([O:13][CH2:14][CH2:15][CH2:16][CH:17]2[CH2:22][CH2:21][N:20]([C:23]3[N:28]=[CH:27][C:26]([Cl:29])=[CH:25][N:24]=3)[CH2:19][CH2:18]2)=[CH:9][C:8]=1[CH3:30]. Product: [Cl:29][C:26]1[CH:25]=[N:24][C:23]([N:20]2[CH2:19][CH2:18][CH:17]([CH2:16][CH2:15][CH2:14][O:13][C:10]3[CH:11]=[CH:12][C:7]([C:6]([OH:31])=[O:5])=[C:8]([CH3:30])[CH:9]=3)[CH2:22][CH2:21]2)=[N:28][CH:27]=1. The catalyst class is: 20. (3) Reactant: [CH2:1]([C:4]1([C:23]([O:25][CH3:26])=[O:24])[NH:9][C:8](=[O:10])[C:7]2[S:11][C:12](Br)=[CH:13][C:6]=2[CH:5]1[C:15]1[CH:20]=[CH:19][C:18]([Cl:21])=[C:17]([Cl:22])[CH:16]=1)[CH:2]=[CH2:3].C1(P(C2C=CC=CC=2)C2C3OC4C(=CC=CC=4P(C4C=CC=CC=4)C4C=CC=CC=4)C(C)(C)C=3C=CC=2)C=CC=CC=1.C(=O)([O-])[O-].[Cs+].[Cs+].[NH:75]1[CH2:80][CH2:79][O:78][CH2:77][CH2:76]1. Product: [CH2:1]([C:4]1([C:23]([O:25][CH3:26])=[O:24])[NH:9][C:8](=[O:10])[C:7]2[S:11][C:12]([N:75]3[CH2:80][CH2:79][O:78][CH2:77][CH2:76]3)=[CH:13][C:6]=2[CH:5]1[C:15]1[CH:20]=[CH:19][C:18]([Cl:21])=[C:17]([Cl:22])[CH:16]=1)[CH:2]=[CH2:3]. The catalyst class is: 102. (4) Reactant: F[P-](F)(F)(F)(F)F.N1(O[P+](N(C)C)(N(C)C)N(C)C)C2C=CC=CC=2N=N1.[NH:28]1[C:36]2[C:31](=[CH:32][CH:33]=[CH:34][CH:35]=2)[CH:30]=[C:29]1[C:37]([OH:39])=O.C(N(CC)CC)C.Cl.[NH2:48][C:49]1([C:55]#[C:56][C:57]2[CH:66]=[CH:65][C:60]([C:61]([O:63][CH3:64])=[O:62])=[CH:59][CH:58]=2)[CH2:54][CH2:53][CH2:52][CH2:51][CH2:50]1. Product: [NH:28]1[C:36]2[C:31](=[CH:32][CH:33]=[CH:34][CH:35]=2)[CH:30]=[C:29]1[C:37]([NH:48][C:49]1([C:55]#[C:56][C:57]2[CH:58]=[CH:59][C:60]([C:61]([O:63][CH3:64])=[O:62])=[CH:65][CH:66]=2)[CH2:54][CH2:53][CH2:52][CH2:51][CH2:50]1)=[O:39]. The catalyst class is: 39. (5) Reactant: [H-].[Na+].[OH:3][C:4]1[CH:12]=[C:11]2[C:7]([CH:8]=[CH:9][NH:10]2)=[CH:6][CH:5]=1.[CH2:13](I)[CH3:14]. Product: [CH2:13]([O:3][C:4]1[CH:12]=[C:11]2[C:7]([CH:8]=[CH:9][NH:10]2)=[CH:6][CH:5]=1)[CH3:14]. The catalyst class is: 3. (6) Reactant: Cl.C[C@@H](O)[C@H](NC(CNC([C@@H](NC([C@@H](NC([C@@H](N)CC1N=CNC=1)=O)CO)=O)CCC(N)=O)=O)=O)C(N[C@H](C(N[C@H](C(N[C@H](C(N[C@H](C(N[C@H](C(N[C@H](C(N[C@H](C(N[C@H](C(N[C@H](C(N[C@H](C(N[C@H](C(N[C@H](C(N[C@H](C(N[C@H](C(N[C@H](C(N[C@H](C(N[C@H](C(N[C@H](C(N[C@H](C(N[C@H](C(N[C@H](C(N[C@H](C(N[C@H](C(N[C@H:210]([C:214]([OH:216])=[O:215])[C@H:211]([OH:213])[CH3:212])=O)CC(N)=O)=O)CCSC)=O)CC(C)C)=O)CC1C2C=CC=CC=2NC=1)=O)CCC(N)=O)=O)C(C)C)=O)CC1C=CC=CC=1)=O)CC(O)=O)=O)CCC(N)=O)=O)C)=O)CCCN=C(N)N)=O)CCCN=C(N)N)=O)CO)=O)CC(O)=O)=O)CC(C)C)=O)CC1C=CC(O)=CC=1)=O)CCCCN)=O)CO)=O)CC1C=CC(O)=CC=1)=O)CC(O)=O)=O)CO)=O)[C@H](O)C)=O)CC1C=CC=CC=1)=O.C(O)[C@H]1[O:254][C@H:253]([O:255][C@H]2O[C@H](CO)[C@@H](O)[C@H](O)[C@H]2O)[C@H:252](O)[C@@H](O)[C@@H]1O.[CH2:271](N)[C:272](O)=[O:273]. Product: [CH3:252][C:253]([O:255][C@H:212]1[C@H:211]([OH:213])[C@@H:210]([C:214]([OH:216])=[O:215])[O:273][CH:272]=[CH:271]1)=[O:254]. The catalyst class is: 16. (7) Reactant: S(O)(O)(=O)=O.[NH2:6][NH2:7].[Br:8][C:9]1[C:10](O[C:13](=[O:15])[CH:14]=1)=[O:11]. Product: [Br:8][C:9]1[C:10](=[O:11])[NH:6][NH:7][C:13](=[O:15])[CH:14]=1. The catalyst class is: 6.